This data is from Experimentally validated miRNA-target interactions with 360,000+ pairs, plus equal number of negative samples. The task is: Binary Classification. Given a miRNA mature sequence and a target amino acid sequence, predict their likelihood of interaction. (1) The miRNA is mmu-miR-2183 with sequence UUGAACCCCUGACCUCCU. The protein sequence of the target gene is MAPHDPGSLTTLVPWAAALLLALGVERALALPEICTQCPGSVQNLSKVAFYCKTTRELMLHARCCLNQKGTILGLDLQNCSLEDPGPNFHQAHTTVIIDLQANPLKGDLANTFRGFTQLQTLILPQHVNCPGGINAWNTITSYIDNQICQGQKNLCNNTGDPEMCPENGSCVPDGPGLLQCVCADGFHGYKCMRQGSFSLLMFFGILGATTLSVSILLWATQRRKAKTS. Result: 0 (no interaction). (2) The miRNA is mmu-miR-3067-5p with sequence AGUUCUCAGGCCCGCUGUGGUGU. The protein sequence of the target gene is MKTFTWTLGVLFFLLVDTGHCRGGQFKIKKINQRRYPRATDGKEEAKKCAYTFLVPEQRITGPICVNTKGQDASTIKDMITRMDLENLKDVLSRQKREIDVLQLVVDVDGNIVNEVKLLRKESRNMNSRVTQLYMQLLHEIIRKRDNSLELSQLENKILNVTTEMLKMATRYRELEVKYASLTDLVNNQSVMITLLEEQCLRIFSRQDTHVSPPLVQVVPQHIPNSQQYTPGLLGGNEIQRDPGYPRDLMPPPDLATSPTKSPFKIPPVTFINEGPFKDCQQAKEAGHSVSGIYMIKPEN.... Result: 0 (no interaction). (3) The miRNA is hsa-miR-3692-5p with sequence CCUGCUGGUCAGGAGUGGAUACUG. The protein sequence of the target gene is MQTTKALLISPALIRSCTRGLIRPVSASLLSRPEAPSKQPSCSSSPLQVARREFQTSVISRDIDTAAKFIGAGAATVGVAGSGAGIGTVFGSLIIGYARNPSLKQQLFSYAILGFALSEAMGLFCLMVAFLILFAM. Result: 0 (no interaction).